This data is from Peptide-MHC class I binding affinity with 185,985 pairs from IEDB/IMGT. The task is: Regression. Given a peptide amino acid sequence and an MHC pseudo amino acid sequence, predict their binding affinity value. This is MHC class I binding data. (1) The peptide sequence is LLAMAMNIA. The MHC is HLA-A01:01 with pseudo-sequence HLA-A01:01. The binding affinity (normalized) is 0.192. (2) The peptide sequence is WYKMWRVSK. The MHC is HLA-B57:01 with pseudo-sequence HLA-B57:01. The binding affinity (normalized) is 0.0847. (3) The peptide sequence is ARYAAAAAL. The MHC is HLA-A23:01 with pseudo-sequence HLA-A23:01. The binding affinity (normalized) is 0. (4) The peptide sequence is TTNFASKSA. The binding affinity (normalized) is 0. The MHC is Patr-A0101 with pseudo-sequence Patr-A0101. (5) The peptide sequence is TAIFTDASTV. The MHC is HLA-A02:01 with pseudo-sequence HLA-A02:01. The binding affinity (normalized) is 0.223. (6) The peptide sequence is KEIESVLST. The MHC is HLA-B40:02 with pseudo-sequence HLA-B40:02. The binding affinity (normalized) is 0.830. (7) The peptide sequence is SLKLLNTRRR. The MHC is H-2-Kb with pseudo-sequence H-2-Kb. The binding affinity (normalized) is 0.236. (8) The peptide sequence is SSCSSCPLSKI. The MHC is HLA-A03:01 with pseudo-sequence HLA-A03:01. The binding affinity (normalized) is 0.201.